From a dataset of Catalyst prediction with 721,799 reactions and 888 catalyst types from USPTO. Predict which catalyst facilitates the given reaction. (1) Reactant: [C:1]([O:5][C:6](=[O:18])[NH:7][C:8]1[CH:13]=[CH:12][C:11]([C:14](=[NH:17])[NH:15][OH:16])=[CH:10][CH:9]=1)([CH3:4])([CH3:3])[CH3:2].[F:19][C:20]([F:31])([F:30])[O:21][C:22]1[CH:29]=[CH:28][C:25]([CH:26]=O)=[CH:24][CH:23]=1. Product: [C:1]([O:5][C:6](=[O:18])[NH:7][C:8]1[CH:13]=[CH:12][C:11]([C:14]2[N:17]=[C:26]([C:25]3[CH:28]=[CH:29][C:22]([O:21][C:20]([F:19])([F:30])[F:31])=[CH:23][CH:24]=3)[O:16][N:15]=2)=[CH:10][CH:9]=1)([CH3:4])([CH3:2])[CH3:3]. The catalyst class is: 671. (2) Reactant: [CH2:1]([O:3][C:4]([C:6]1[C:7]([O:24][CH3:25])=[C:8]2[N:13]([CH:14]=1)[N:12]=[CH:11][N:10]=[C:9]2NC1C=CC(C)=C(O)C=1)=[O:5])[CH3:2].[NH2:26][C:27]1[CH:28]=[CH:29][C:30]([O:33][CH3:34])=[N:31][CH:32]=1. Product: [CH2:1]([O:3][C:4]([C:6]1[C:7]([O:24][CH3:25])=[C:8]2[N:13]([CH:14]=1)[N:12]=[CH:11][N:10]=[C:9]2[NH:26][C:27]1[CH:32]=[N:31][C:30]([O:33][CH3:34])=[CH:29][CH:28]=1)=[O:5])[CH3:2]. The catalyst class is: 23. (3) Reactant: [NH:1]1[CH:5]=[CH:4][C:3]([C:6]2[S:7][C:8]([CH:11]=[O:12])=[CH:9][N:10]=2)=[N:2]1.IC.[C:15](=O)([O-])[O-].[K+].[K+].CCOC(C)=O.CCCCCC. Product: [CH3:15][N:1]1[CH:5]=[CH:4][C:3]([C:6]2[S:7][C:8]([CH:11]=[O:12])=[CH:9][N:10]=2)=[N:2]1. The catalyst class is: 3.